Dataset: Reaction yield outcomes from USPTO patents with 853,638 reactions. Task: Predict the reaction yield, written as a fraction of the theoretical maximum amount of product (1.0 means a 100% yield; for example, 0.34 means a 34% yield). (1) The yield is 0.745. The catalyst is CN(C)C=O. The reactants are [N+:1]([C:4]1[CH:11]=[C:10]([N+:12]([O-])=O)[CH:9]=[CH:8][C:5]=1[C:6]#[N:7])([O-:3])=[O:2].N1[CH2:20][CH2:19][O:18][CH2:17][CH2:16]1.O. The product is [N:12]1([C:10]2[CH:9]=[CH:8][C:5]([C:6]#[N:7])=[C:4]([N+:1]([O-:3])=[O:2])[CH:11]=2)[CH2:20][CH2:19][O:18][CH2:17][CH2:16]1. (2) The reactants are [OH:1][C:2]1[CH:9]=[CH:8][C:5]([CH:6]=[O:7])=[CH:4][C:3]=1[O:10][CH3:11].[CH:12](O)(C)[CH3:13].[OH-].[Na+]. The catalyst is C1OCCOCCOCCOCCOCCOC1.O. The product is [CH2:12]([O:1][C:2]1[CH:9]=[CH:8][C:5]([CH:6]=[O:7])=[CH:4][C:3]=1[O:10][CH3:11])[CH3:13]. The yield is 0.920. (3) The reactants are [F:1][C:2]1[C:7]([NH:8][S:9]([CH2:12][CH2:13][CH3:14])(=[O:11])=[O:10])=[CH:6][CH:5]=[C:4]([F:15])[C:3]=1[NH:16][C:17](=[O:25])OC1C=CC=CC=1.[F:26][C:27]1[CH:32]=[CH:31][C:30]([NH:33][C:34]2[N:39]=[C:38]([NH2:40])[N:37]=[CH:36][N:35]=2)=[CH:29][CH:28]=1.CS(C)=O. The catalyst is O. The product is [F:1][C:2]1[C:3]([NH:16][C:17]([NH:40][C:38]2[N:39]=[C:34]([NH:33][C:30]3[CH:29]=[CH:28][C:27]([F:26])=[CH:32][CH:31]=3)[N:35]=[CH:36][N:37]=2)=[O:25])=[C:4]([F:15])[CH:5]=[CH:6][C:7]=1[NH:8][S:9]([CH2:12][CH2:13][CH3:14])(=[O:10])=[O:11]. The yield is 0.320. (4) The reactants are [F:1][C:2]1[CH:7]=[CH:6][C:5]([OH:8])=[CH:4][CH:3]=1.[H-].[Na+].Cl.[Br:12][C:13]1[CH:14]=[CH:15][C:16]([CH2:19]Cl)=[N:17][CH:18]=1.C(N(CC)CC)C. The catalyst is C(OCC)(=O)C.O.CN(C)C=O. The product is [Br:12][C:13]1[CH:14]=[CH:15][C:16]([CH2:19][O:8][C:5]2[CH:6]=[CH:7][C:2]([F:1])=[CH:3][CH:4]=2)=[N:17][CH:18]=1. The yield is 0.636.